From a dataset of Full USPTO retrosynthesis dataset with 1.9M reactions from patents (1976-2016). Predict the reactants needed to synthesize the given product. (1) Given the product [F:1][C:2]([F:14])([F:13])[CH:3]([C:5]1[CH:10]=[CH:9][C:8]([CH:11]=[CH2:12])=[CH:7][CH:6]=1)[C:51]([F:53])([F:58])[F:52], predict the reactants needed to synthesize it. The reactants are: [F:1][C:2]([F:14])([F:13])[C:3]([C:5]1[CH:10]=[CH:9][C:8]([CH:11]=[CH2:12])=[CH:7][CH:6]=1)=O.C1C=CC(P(C2C=CC=CC=2)C2C=CC=CC=2)=CC=1.C(C1C=C(C(C)(C)C)C=C(O)C=1O)(C)(C)C.Cl[C:51](C(O[Na])=O)([F:53])[F:52].[F-:58].[K+]. (2) Given the product [C:28]([C@@H:25]1[CH2:24][CH2:23][C@H:22]([O:21][C:18]2[CH:19]=[CH:20][C:15]([C:13]3[N:14]=[C:10]([CH2:9][NH:8][CH2:7][CH2:3][C:4]([OH:6])=[O:5])[S:11][CH:12]=3)=[CH:16][CH:17]=2)[CH2:27][CH2:26]1)([CH3:31])([CH3:29])[CH3:30], predict the reactants needed to synthesize it. The reactants are: C([CH:3]([CH2:7][NH:8][CH2:9][C:10]1[S:11][CH:12]=[C:13]([C:15]2[CH:20]=[CH:19][C:18]([O:21][C@H:22]3[CH2:27][CH2:26][C@H:25]([C:28]([CH3:31])([CH3:30])[CH3:29])[CH2:24][CH2:23]3)=[CH:17][CH:16]=2)[N:14]=1)[C:4]([OH:6])=[O:5])C.O[Li].O.Cl. (3) Given the product [C:1]1([CH3:12])[CH:6]=[CH:5][CH:4]=[C:3]([CH:7]([CH3:11])[C:8]([N:26]=[N+:27]=[N-:28])=[O:9])[CH:2]=1, predict the reactants needed to synthesize it. The reactants are: [C:1]1([CH3:12])[CH:6]=[CH:5][CH:4]=[C:3]([CH:7]([CH3:11])[C:8](O)=[O:9])[CH:2]=1.C(N(CC)CC)C.ClC(OCC)=O.[N-:26]=[N+:27]=[N-:28].[Na+]. (4) Given the product [Br:27][C:28]1[CH:29]=[C:30]([NH:36][C:37](=[O:43])[O:38][C:39]([CH3:42])([CH3:41])[CH3:40])[CH:31]=[C:32]([CH:34]=[CH2:2])[CH:33]=1, predict the reactants needed to synthesize it. The reactants are: [Br-].[C:2]1(C([PH3+])(C2C=CC=CC=2)C2C=CC=CC=2)C=CC=CC=1.C([Li])CCC.[Br:27][C:28]1[CH:29]=[C:30]([NH:36][C:37](=[O:43])[O:38][C:39]([CH3:42])([CH3:41])[CH3:40])[CH:31]=[C:32]([CH:34]=O)[CH:33]=1. (5) Given the product [Cl:27][C:26]([Cl:29])([Cl:28])[CH2:25][O:24][C:22](=[O:23])[NH:1][C:2]1[N:6]([C:7]2[CH:8]=[N:9][N:10]([CH2:12][CH2:13][OH:14])[CH:11]=2)[N:5]=[C:4]([C:15]([CH3:18])([CH3:17])[CH3:16])[CH:3]=1, predict the reactants needed to synthesize it. The reactants are: [NH2:1][C:2]1[N:6]([C:7]2[CH:8]=[N:9][N:10]([CH2:12][CH2:13][OH:14])[CH:11]=2)[N:5]=[C:4]([C:15]([CH3:18])([CH3:17])[CH3:16])[CH:3]=1.[OH-].[Na+].Cl[C:22]([O:24][CH2:25][C:26]([Cl:29])([Cl:28])[Cl:27])=[O:23]. (6) Given the product [Br:18][C:19]1[CH:20]=[C:21]2[C:25](=[C:26]([CH2:28][Br:29])[CH:27]=1)[N:24]([CH2:6][O:5][CH2:4][CH2:3][Si:2]([CH3:17])([CH3:16])[CH3:1])[N:23]=[CH:22]2, predict the reactants needed to synthesize it. The reactants are: [CH3:1][Si:2]([CH3:17])([CH3:16])[CH2:3][CH2:4][O:5][CH2:6]N1C2C(=CC=CC=2)C=N1.[Br:18][C:19]1[CH:27]=[C:26]([CH2:28][Br:29])[C:25]2[C:21](=[CH:22][N:23](COCC[Si](C)(C)C)[N:24]=2)[CH:20]=1.BrC1C=C(C)C2C(=CN(COCC[Si](C)(C)C)N=2)C=1.BrN1C(=O)CCC1=O.